From a dataset of Forward reaction prediction with 1.9M reactions from USPTO patents (1976-2016). Predict the product of the given reaction. (1) Given the reactants [CH3:1][C:2]1[CH:7]=[CH:6][C:5]([C:8]2[O:9][C:10]([CH3:13])=[N:11][N:12]=2)=[CH:4][C:3]=1[C:14]1[CH:19]=[CH:18][C:17]([C:20]([OH:22])=O)=[CH:16][CH:15]=1.C1C=CC2N(O)N=NC=2C=1.Cl.CN(C)CCCN=C=NCC.[CH3:45][O:46][C:47]1[CH:52]=[CH:51][C:50]([CH:53]([CH3:56])[CH2:54][NH2:55])=[CH:49][CH:48]=1, predict the reaction product. The product is: [CH3:45][O:46][C:47]1[CH:52]=[CH:51][C:50]([CH:53]([CH3:56])[CH2:54][NH:55][C:20]([C:17]2[CH:18]=[CH:19][C:14]([C:3]3[CH:4]=[C:5]([C:8]4[O:9][C:10]([CH3:13])=[N:11][N:12]=4)[CH:6]=[CH:7][C:2]=3[CH3:1])=[CH:15][CH:16]=2)=[O:22])=[CH:49][CH:48]=1. (2) Given the reactants C(=O)([O-])[O-].[K+].[K+].[CH3:7][C:8]([C:10]1[CH:11]=[CH:12][C:13]([OH:16])=[CH:14][CH:15]=1)=[O:9].[Br:17][CH2:18][CH2:19]Br, predict the reaction product. The product is: [Br:17][CH2:18][CH2:19][O:16][C:13]1[CH:14]=[CH:15][C:10]([C:8](=[O:9])[CH3:7])=[CH:11][CH:12]=1. (3) Given the reactants [C:1]12([PH:11][C:12]34[CH2:21][CH:16]5[CH2:17][CH:18]([CH2:20][CH:14]([CH2:15]5)[CH2:13]3)[CH2:19]4)[CH2:10][CH:5]3[CH2:6][CH:7]([CH2:9][CH:3]([CH2:4]3)[CH2:2]1)[CH2:8]2.[Li][CH2:23][CH2:24][CH2:25][CH3:26].C1(C)C=CC=CC=1.C(Br)CCC, predict the reaction product. The product is: [C:1]12([P:11]([C:12]34[CH2:19][CH:18]5[CH2:20][CH:14]([CH2:15][CH:16]([CH2:17]5)[CH2:21]3)[CH2:13]4)[CH2:23][CH2:24][CH2:25][CH3:26])[CH2:2][CH:3]3[CH2:9][CH:7]([CH2:6][CH:5]([CH2:4]3)[CH2:10]1)[CH2:8]2. (4) Given the reactants [CH3:1][O:2][C:3]1[CH:20]=[CH:19][C:6]2[C:7]([CH3:18])=[C:8]([CH:10]([CH2:14][CH2:15][CH2:16][CH3:17])[CH2:11][CH2:12]O)[S:9][C:5]=2[CH:4]=1.C1(P(C2C=CC=CC=2)C2C=CC=CC=2)C=CC=CC=1.C(Br)(Br)(Br)[Br:41], predict the reaction product. The product is: [Br:41][CH2:12][CH2:11][CH:10]([C:8]1[S:9][C:5]2[CH:4]=[C:3]([O:2][CH3:1])[CH:20]=[CH:19][C:6]=2[C:7]=1[CH3:18])[CH2:14][CH2:15][CH2:16][CH3:17]. (5) The product is: [C:1]([C:3]1([NH:6][C:7]([C@@H:9]2[CH2:13][CH2:12][C@@H:11]([S:14]([C:17]3[CH:22]=[CH:21][C:20]([N:30]4[CH2:31][CH2:32][N:27]([CH2:25][CH3:26])[CH2:28][CH2:29]4)=[CH:19][C:18]=3[Cl:24])(=[O:16])=[O:15])[CH2:10]2)=[O:8])[CH2:5][CH2:4]1)#[N:2]. Given the reactants [C:1]([C:3]1([NH:6][C:7]([CH:9]2[CH2:13][CH2:12][CH:11]([S:14]([C:17]3[CH:22]=[CH:21][C:20](F)=[CH:19][C:18]=3[Cl:24])(=[O:16])=[O:15])[CH2:10]2)=[O:8])[CH2:5][CH2:4]1)#[N:2].[CH2:25]([N:27]1[CH2:32][CH2:31][NH:30][CH2:29][CH2:28]1)[CH3:26], predict the reaction product.